From a dataset of Full USPTO retrosynthesis dataset with 1.9M reactions from patents (1976-2016). Predict the reactants needed to synthesize the given product. (1) Given the product [Br:1][C:2]1[CH:3]=[C:4]2[C:8](=[CH:9][CH:10]=1)[C:7](=[O:11])[NH:12][CH2:6][CH2:5]2, predict the reactants needed to synthesize it. The reactants are: [Br:1][C:2]1[CH:3]=[C:4]2[C:8](=[CH:9][CH:10]=1)[C:7](=[O:11])[CH2:6][CH2:5]2.[N-:12]=[N+]=[N-].[Na+].[OH-].[Na+]. (2) Given the product [CH2:35]([O:34][C:32]([C:2]1[CH:3]=[C:4]2[CH:10]=[CH:9][N:8]([Si:11]([CH:18]([CH3:20])[CH3:19])([CH:15]([CH3:17])[CH3:16])[CH:12]([CH3:14])[CH3:13])[C:5]2=[N:6][CH:7]=1)=[O:33])[C:36]1[CH:41]=[CH:40][CH:39]=[CH:38][CH:37]=1, predict the reactants needed to synthesize it. The reactants are: Br[C:2]1[CH:3]=[C:4]2[CH:10]=[CH:9][N:8]([Si:11]([CH:18]([CH3:20])[CH3:19])([CH:15]([CH3:17])[CH3:16])[CH:12]([CH3:14])[CH3:13])[C:5]2=[N:6][CH:7]=1.CCOCC.C([Li])(C)(C)C.Cl[C:32]([O:34][CH2:35][C:36]1[CH:41]=[CH:40][CH:39]=[CH:38][CH:37]=1)=[O:33].